From a dataset of Experimentally validated miRNA-target interactions with 360,000+ pairs, plus equal number of negative samples. Binary Classification. Given a miRNA mature sequence and a target amino acid sequence, predict their likelihood of interaction. (1) The miRNA is cel-miR-241-5p with sequence UGAGGUAGGUGCGAGAAAUGA. The protein sequence of the target gene is MSFALEETLESDWVAVRPHVFDEREKHKFVFIVAWNEIEGKFAITCHNRTAQRQRSGSREQAGARGGAEAGGAASDGSRGPGSPAGRGRPEATASATLVRSPGPRRSSAWAEGGSPRSTRSLLGDPRLRSPGSKGAESRLRSPVRAKPIPGQKTSEADDAAGAAAAAARPAPREAQVSSVRIVSASGTVSEEIEVLEMVKEDEAPLALSDAEQPPPATELESPAEECSWAGLFSFQDLRAVHQQLCSVNSQLEPCLPVFPEEPSGMWTVLFGGAPEMTEQEIDTLCYQLQVYLGHGLDTC.... Result: 0 (no interaction). (2) The miRNA is mmu-miR-129-2-3p with sequence AAGCCCUUACCCCAAAAAGCAU. The protein sequence of the target gene is MVLILGRRLNREDLGVRDSPATKRKVFEMDPKSLTGHEYFDFSSGSSHAENILQIFNEFRDSRLFTDVIICVEGKEFPCHRAVLSACSSYFRAMFCNDHRESREMLVEINGILAEAMECFLQYVYTGKVKITTENVQYLFETSSLFQISVLRDACAKFLEEQLDPCNCLGIQRFADTHSLKTLFTKCKTFALQTFEDVSQHEEFLELDKDELIDYICSDELVIGKEEMVFEAVMRWVYRAVDLRRPLLHELLTHVRLPLLHPNYFVQTVEVDQLIQNSPECYQLLHEARRYHILGNEMMS.... Result: 1 (interaction). (3) The miRNA is hsa-miR-4471 with sequence UGGGAACUUAGUAGAGGUUUAA. The protein sequence of the target gene is MLAVGPAMDRDYPQHEPPPAGSLLYSPPPLQSAMLHCPYWNTFSLPPYPAFSSDSRPFMSSASFLGSQPCPDTSYAPVATASSLPPKTCDFAQDSSYFEDFSNISIFSSSVDSLSDIVDTPDFLPADSLNQVSTIWDDNPAPSTHDKLFQLSRPFAGFEDFLPSHSTPLLVSYQEQSVQSQPEEEDEAEEEEAEELGHTETYADYVPSKSKIGKQHPDRVVETSTLSSVPPPDITYTLALPSDSGALSALQLEAITYACQQHEVLLPSGQRAGFLIGDGAGVGKGRTVAGVILENHLRGR.... Result: 0 (no interaction). (4) The miRNA is hsa-miR-455-5p with sequence UAUGUGCCUUUGGACUACAUCG. The protein sequence of the target gene is MQGLNHTSVSEFILVGFSAFPHLQLMLFLLFLLMYLFTLLGNLLIMATVWSERSLHMPMYLFLCALSITEILYTVAIIPRMLADLLSTQRSIAFLACASQMFFSFSFGFTHSFLLTVMGYDRYVAICHPLRYNVLMSLRGCTCRVGCSWAGGLVMGMVVTSAIFHLAFCGHKEIHHFFCHVPPLLKLACGDDVLVVAKGVGLVCITALLGCFLLILLSYAFIVAAILKIPSAEGRNKAFSTCASHLTVVVVHYGFASVIYLKPKGPQSPEGDTLMGITYTVLTPFLSPIIFSLRNKELKV.... Result: 0 (no interaction). (5) The miRNA is mmu-miR-29c-3p with sequence UAGCACCAUUUGAAAUCGGUUA. The protein sequence of the target gene is MASGKIIKLVVFELLEFAAFSIPTLVIMEQFATANQRTKSERTHYWLIVSCSIAYVAVVSLLIWVPVKVVLYKKRHLYKKIIGWRPVLVMCVVLTTLPSFSFSIAVTEVQKNINGSANSLPESLPDLPVSLVLLSLIVVDIIEKLRQYPLRGSQKGYEDNDICITSLQQIKTVTEQVVQSDGNPASAQAAKPTAMSQPRNHVAVLAGPLEPSFQSRILRTMSQRDVRAELFLRSFLMWADTVEMLRVAGHQAVYKSAWLYPVYIFSFISLLRMVFTPKNPLLNSLGILMQDLPFVFLRLS.... Result: 0 (no interaction). (6) The miRNA is hsa-miR-3670 with sequence AGAGCUCACAGCUGUCCUUCUCUA. The protein sequence of the target gene is MARASLVQPALWALLLLQVVGPAAAAKLNIPKVLLPFTRATRVNFTLEASEGCYRWSSTRPEVASIEPLGSSEQQCSQKAVVQARLTQPARLTSIIFAEDITTGQVLRCDAIVDLIHGIQIVSTTRELYLEDSPLELKIQALDSEGNTFSTLAGLVFDWTIVKDTEANGFSDSHNALRILTFLESTYIPPSYISEMEKAAKQGDTILVSGMKTGSSKLKARIQEAVYKNVRPAEVRLLILENILLNPAYDVYLLVGTSIHYKVQKIRQGKITELSMPSDQYELQLQNSIPDPQGDPARPV.... Result: 0 (no interaction).